Dataset: Forward reaction prediction with 1.9M reactions from USPTO patents (1976-2016). Task: Predict the product of the given reaction. (1) Given the reactants [NH2:1][C:2]1[C:3]2[S:10][CH:9]=[C:8]([C:11]([NH:13][C:14]3[CH:19]=[C:18]([N+:20]([O-])=O)[CH:17]=[CH:16][C:15]=3[CH3:23])=[O:12])[C:4]=2[N:5]=[CH:6][N:7]=1, predict the reaction product. The product is: [NH2:1][C:2]1[C:3]2[S:10][CH:9]=[C:8]([C:11]([NH:13][C:14]3[CH:19]=[C:18]([NH2:20])[CH:17]=[CH:16][C:15]=3[CH3:23])=[O:12])[C:4]=2[N:5]=[CH:6][N:7]=1. (2) Given the reactants CC([N:5]([C@@H:9]([CH3:13])[CH2:10][C:11]#[N:12])[C:6](=[O:8])[O-:7])(C)C.CS(O[CH2:19][CH2:20][CH3:21])(=O)=O.[C-]#N.[K+].[CH2:25]1OCCOCCOCCOCCOCCOC1, predict the reaction product. The product is: [C:11]([CH2:10][C@@H:9]([NH:5][C:6](=[O:8])[O:7][C:20]([CH3:21])([CH3:25])[CH3:19])[CH3:13])#[N:12]. (3) Given the reactants [O:1]1[CH2:5]CCC1.[CH3:6][C:7]1[N:12]=[C:11]([C:13]([NH2:15])=O)[CH:10]=[C:9]([O:16][CH:17]([CH3:22])[C:18]([F:21])([F:20])[F:19])[CH:8]=1.[N:23]12CCCN=C1CCCCC2.Cl.[OH2:35], predict the reaction product. The product is: [CH3:6][C:7]1[N:12]=[C:11]([C:13]2[NH:23][O:35][C:5](=[O:1])[N:15]=2)[CH:10]=[C:9]([O:16][CH:17]([CH3:22])[C:18]([F:21])([F:20])[F:19])[CH:8]=1.